From a dataset of Forward reaction prediction with 1.9M reactions from USPTO patents (1976-2016). Predict the product of the given reaction. (1) Given the reactants Cl.[CH3:2][C:3]1[C:8]([CH2:9][O:10][C:11]2[CH:16]=[CH:15][C:14]([CH2:17][C:18]([OH:20])=O)=[CH:13][CH:12]=2)=[CH:7][CH:6]=[CH:5][N:4]=1.[Cl:21][C:22]1[CH:27]=[CH:26][C:25]([CH:28]([C:30]2[CH:35]=[CH:34][CH:33]=[CH:32][CH:31]=2)[NH2:29])=[CH:24][C:23]=1[CH3:36].C(Cl)CCl.C1C=CC2N(O)N=NC=2C=1.CCN(C(C)C)C(C)C, predict the reaction product. The product is: [Cl:21][C:22]1[CH:27]=[CH:26][C:25]([CH:28]([C:30]2[CH:31]=[CH:32][CH:33]=[CH:34][CH:35]=2)[NH:29][C:18](=[O:20])[CH2:17][C:14]2[CH:13]=[CH:12][C:11]([O:10][CH2:9][C:8]3[C:3]([CH3:2])=[N:4][CH:5]=[CH:6][CH:7]=3)=[CH:16][CH:15]=2)=[CH:24][C:23]=1[CH3:36]. (2) Given the reactants Cl[C:2]1[N:7]=[CH:6][CH:5]=[CH:4][N:3]=1.[NH2:8][C:9]1[N:10]=[CH:11][C:12]([C:15]2[C:16]([F:25])=[C:17]([OH:24])[C:18]([CH2:21][CH2:22][CH3:23])=[CH:19][CH:20]=2)=[N:13][CH:14]=1, predict the reaction product. The product is: [F:25][C:16]1[C:17]([O:24][C:2]2[N:7]=[CH:6][CH:5]=[CH:4][N:3]=2)=[C:18]([CH2:21][CH2:22][CH3:23])[CH:19]=[CH:20][C:15]=1[C:12]1[N:13]=[CH:14][C:9]([NH2:8])=[N:10][CH:11]=1. (3) Given the reactants [F:1][C:2]1[CH:7]=[C:6]([N+:8]([O-])=O)[CH:5]=[CH:4][C:3]=1[O:11][CH2:12][CH2:13][O:14][CH3:15], predict the reaction product. The product is: [F:1][C:2]1[CH:7]=[C:6]([CH:5]=[CH:4][C:3]=1[O:11][CH2:12][CH2:13][O:14][CH3:15])[NH2:8].